From a dataset of Full USPTO retrosynthesis dataset with 1.9M reactions from patents (1976-2016). Predict the reactants needed to synthesize the given product. (1) Given the product [Br:1][C:2]1[CH:3]=[CH:4][C:5]([CH2:8][CH2:9][N:11]2[CH2:16][CH2:15][CH2:14][C:13]([F:18])([F:17])[CH2:12]2)=[CH:6][CH:7]=1, predict the reactants needed to synthesize it. The reactants are: [Br:1][C:2]1[CH:7]=[CH:6][C:5]([CH2:8][C:9]([N:11]2[CH2:16][CH2:15][CH2:14][C:13]([F:18])([F:17])[CH2:12]2)=O)=[CH:4][CH:3]=1.CSC.B. (2) Given the product [CH2:14]([N:16]1[C:7]([NH2:8])=[C:3]2[CH2:4][CH2:5][CH2:6][C:2]2=[N:17]1)[CH3:15], predict the reactants needed to synthesize it. The reactants are: O=[C:2]1[CH2:6][CH2:5][CH2:4][CH:3]1[C:7]#[N:8].C([O-])(=O)C.[Na+].[CH2:14]([NH:16][NH2:17])[CH3:15].C([O-])(=O)C([O-])=O. (3) The reactants are: Br[C:2]1[CH:3]=[CH:4][C:5]2[C:11]3[S:12][C:13]([C:15]4[N:19]([CH:20]([CH3:22])[CH3:21])[C:18](=[O:23])[NH:17][N:16]=4)=[CH:14][C:10]=3[CH2:9][CH2:8][O:7][C:6]=2[CH:24]=1.CC1(C)C(C)(C)OB([C:33]2[CH:34]=[N:35][NH:36][CH:37]=2)O1. Given the product [NH:35]1[CH:34]=[C:33]([C:2]2[CH:3]=[CH:4][C:5]3[C:11]4[S:12][C:13]([C:15]5[N:19]([CH:20]([CH3:21])[CH3:22])[C:18](=[O:23])[NH:17][N:16]=5)=[CH:14][C:10]=4[CH2:9][CH2:8][O:7][C:6]=3[CH:24]=2)[CH:37]=[N:36]1, predict the reactants needed to synthesize it. (4) Given the product [NH2:25][CH2:24][CH2:23][CH2:22][CH2:21][CH2:20][CH2:19][CH2:18][CH2:17][CH2:16][CH2:15][CH:14]([NH:13][CH2:12][C@@H:11]([C:6]1[CH:7]=[CH:8][C:9]([OH:10])=[C:4]([NH:3][CH:1]=[O:2])[CH:5]=1)[OH:37])[CH3:36], predict the reactants needed to synthesize it. The reactants are: [CH:1]([NH:3][C:4]1[CH:5]=[C:6]([CH:11]([OH:37])[CH2:12][NH:13][C@H:14]([CH3:36])[CH2:15][CH2:16][CH2:17][CH2:18][CH2:19][CH2:20][CH2:21][CH2:22][CH2:23][CH2:24][NH:25]C(=O)OCC2C=CC=CC=2)[CH:7]=[CH:8][C:9]=1[OH:10])=[O:2].[H][H]. (5) Given the product [CH2:23]([N:6]1[C:7](=[O:8])[C:9]2([CH2:11][CH2:10]2)[NH:12][C:13](=[O:14])[CH2:5]1)[C:24]1[CH:29]=[CH:28][CH:27]=[CH:26][CH:25]=1, predict the reactants needed to synthesize it. The reactants are: C(OC(=O)[CH2:5][N:6]([CH2:23][C:24]1[CH:29]=[CH:28][CH:27]=[CH:26][CH:25]=1)[C:7]([C:9]1([NH:12][C:13](OCC2C=CC=CC=2)=[O:14])[CH2:11][CH2:10]1)=[O:8])C.[H][H].